This data is from Catalyst prediction with 721,799 reactions and 888 catalyst types from USPTO. The task is: Predict which catalyst facilitates the given reaction. (1) Reactant: [Br:1][C:2]1[CH:7]=[CH:6][C:5]([C:8]2[S:12][C:11]([NH2:13])=[N:10][N:9]=2)=[CH:4][CH:3]=1.[CH:14](=O)[CH2:15][CH2:16][CH3:17].[BH4-].[Na+]. Product: [Br:1][C:2]1[CH:3]=[CH:4][C:5]([C:8]2[S:12][C:11]([NH:13][CH2:14][CH2:15][CH2:16][CH3:17])=[N:10][N:9]=2)=[CH:6][CH:7]=1. The catalyst class is: 467. (2) Reactant: F[C:2]1[CH:7]=[CH:6][CH:5]=[CH:4][N:3]=1.[CH3:8][C:9]1[CH:14]=[C:13]([N+:15]([O-:17])=[O:16])[CH:12]=[CH:11][C:10]=1[OH:18].C(=O)([O-])[O-].[K+].[K+]. Product: [CH3:8][C:9]1[CH:14]=[C:13]([N+:15]([O-:17])=[O:16])[CH:12]=[CH:11][C:10]=1[O:18][C:2]1[CH:7]=[CH:6][CH:5]=[CH:4][N:3]=1. The catalyst class is: 44. (3) Reactant: [CH3:1][C:2]1([C:5]([CH:7]2[CH2:19][CH2:18][C:10]3[N:11]=[C:12]([NH:14][C:15](=[O:17])[CH3:16])[S:13][C:9]=3[C:8]2=O)=O)[CH2:4][CH2:3]1.[Cl:21][C:22]1[CH:23]=[C:24]([CH:29]=[CH:30][C:31]=1[NH:32][NH2:33])[C:25]([O:27][CH3:28])=[O:26]. Product: [C:15]([NH:14][C:12]1[S:13][C:9]2[C:8]3[N:32]([C:31]4[CH:30]=[CH:29][C:24]([C:25]([O:27][CH3:28])=[O:26])=[CH:23][C:22]=4[Cl:21])[N:33]=[C:5]([C:2]4([CH3:1])[CH2:4][CH2:3]4)[C:7]=3[CH2:19][CH2:18][C:10]=2[N:11]=1)(=[O:17])[CH3:16]. The catalyst class is: 15. (4) Reactant: [F:1][C:2]1[CH:9]=[CH:8][CH:7]=[CH:6][C:3]=1[CH:4]=O.[CH2:10]([OH:12])[CH3:11].[CH2:13]1[C:21]2[C:16](=[CH:17][CH:18]=[CH:19][CH:20]=2)[CH2:15][C:14]1=O.[OH-].[Na+]. Product: [F:1][C:2]1[CH:9]=[CH:8][CH:7]=[CH:6][C:3]=1[CH:4]=[C:11]1[C:17]2[C:16](=[CH:21][CH:20]=[CH:19][CH:18]=2)[C:15](=[CH:14][C:13]2[CH:8]=[CH:7][CH:6]=[CH:3][C:2]=2[F:1])[C:10]1=[O:12]. The catalyst class is: 6. (5) Reactant: C([O:4][CH2:5][CH:6]([NH:12][C:13]([C:15]1[C:20]([I:21])=[C:19]([NH:22][C:23](=[O:30])[C@@H:24]([O:26]C(=O)C)[CH3:25])[C:18]([I:31])=[C:17]([C:32]([NH:34][CH:35]([CH2:41][O:42]C(=O)C)[CH2:36][O:37]C(=O)C)=[O:33])[C:16]=1[I:46])=[O:14])[CH2:7][O:8]C(=O)C)(=O)C.O.[OH-].[Na+]. Product: [OH:42][CH2:41][CH:35]([NH:34][C:32]([C:17]1[C:18]([I:31])=[C:19]([NH:22][C:23](=[O:30])[C@@H:24]([OH:26])[CH3:25])[C:20]([I:21])=[C:15]([C:13]([NH:12][CH:6]([CH2:7][OH:8])[CH2:5][OH:4])=[O:14])[C:16]=1[I:46])=[O:33])[CH2:36][OH:37]. The catalyst class is: 5. (6) Reactant: [Cl:1][C:2]1[CH:3]=[C:4]([NH:10][C:11]2[N:16]=[CH:15][C:14]([C@@H:17]3[CH2:21][CH2:20][N:19]([C:22](OC(C)(C)C)=O)[CH2:18]3)=[CH:13][CH:12]=2)[C:5](=[O:9])[N:6]([CH3:8])[N:7]=1.C(O)=O.C=O. Product: [Cl:1][C:2]1[CH:3]=[C:4]([NH:10][C:11]2[CH:12]=[CH:13][C:14]([C@@H:17]3[CH2:21][CH2:20][N:19]([CH3:22])[CH2:18]3)=[CH:15][N:16]=2)[C:5](=[O:9])[N:6]([CH3:8])[N:7]=1. The catalyst class is: 6. (7) Reactant: [C:1]1([C@H:7]2[C@H:12]([C:13]([O:15][CH2:16][CH3:17])=[O:14])[CH2:11][CH2:10][O:9][CH2:8]2)[CH:6]=[CH:5][CH:4]=[CH:3][CH:2]=1.II.FC(F)(F)C(O[I:25](C1C=CC=CC=1)OC(=O)C(F)(F)F)=O.S([O-])([O-])(=O)=S.[Na+].[Na+]. Product: [I:25][C:4]1[CH:3]=[CH:2][C:1]([C@H:7]2[C@H:12]([C:13]([O:15][CH2:16][CH3:17])=[O:14])[CH2:11][CH2:10][O:9][CH2:8]2)=[CH:6][CH:5]=1. The catalyst class is: 232.